This data is from Experimental lipophilicity measurements (octanol/water distribution) for 4,200 compounds from AstraZeneca. The task is: Regression/Classification. Given a drug SMILES string, predict its absorption, distribution, metabolism, or excretion properties. Task type varies by dataset: regression for continuous measurements (e.g., permeability, clearance, half-life) or binary classification for categorical outcomes (e.g., BBB penetration, CYP inhibition). For this dataset (lipophilicity_astrazeneca), we predict Y. (1) The drug is Cc1ccc(NC(=O)c2ccno2)cc1-n1cnc2ccc(N3CCN(C)CC3)cc2c1=O. The Y is 1.75 logD. (2) The compound is O=C(c1ccc(F)cc1)C1CCN(C(=O)N2CCOCC2)CC1. The Y is 1.61 logD. (3) The compound is O=C(N[C@@H](c1ccccc1)[C@@H]1CCCCN1)c1cccc(C(F)(F)F)c1Cl. The Y is 2.61 logD. (4) The compound is CC(C)CCCC(C)/N=c1\ccn(Cc2ccccc2)c2cc(Cl)ccc12. The Y is 1.58 logD. (5) The drug is O=C1CCOc2nc(C#CC3CCCCC3)ccc21. The Y is 3.30 logD. (6) The compound is COc1ccc(-c2cc(O)nc(N)n2)cc1. The Y is 1.52 logD. (7) The drug is O=C(O)[C@@H](c1ccccc1)N1CCC(CN2CCC(Oc3ccc(Cl)c(Cl)c3)CC2)CC1. The Y is 2.14 logD. (8) The drug is O=C(Nc1ccccc1)Nc1ccccc1C(=O)O. The Y is -0.120 logD.